From a dataset of Catalyst prediction with 721,799 reactions and 888 catalyst types from USPTO. Predict which catalyst facilitates the given reaction. Reactant: [S:1]1[C:5]2[CH:6]=[CH:7][CH:8]=[CH:9][C:4]=2[N:3]=[C:2]1[N:10]1[C:14](=[O:15])[C:13](=[CH:16]N(C)C)[C:12]([CH3:20])=[N:11]1.[OH-:21].[Na+]. Product: [S:1]1[C:5]2[CH:6]=[CH:7][CH:8]=[CH:9][C:4]=2[N:3]=[C:2]1[N:10]1[C:14](=[O:15])[C:13]([CH:16]=[O:21])=[C:12]([CH3:20])[NH:11]1. The catalyst class is: 588.